From a dataset of Forward reaction prediction with 1.9M reactions from USPTO patents (1976-2016). Predict the product of the given reaction. (1) Given the reactants [BH4-].[Na+].C[SeH-:4]([CH3:6])=[Se].Cl[CH2:8][C@H:9]1[O:13][C@@H:12]([N:14]2[C:23]3[N:22]=[CH:21][N:20]=[C:18]([NH2:19])[C:17]=3[N:16]=[CH:15]2)[C@H:11](O)[C@@H:10]1[OH:25].C([OH:28])C, predict the reaction product. The product is: [CH3:11][CH:10]([OH:25])[C@H:9]1[O:13][C@@H:12]([N:14]2[C:23]3[N:22]=[CH:21][N:20]=[C:18]([NH2:19])[C:17]=3[N:16]=[CH:15]2)[C@H:6]([SeH:4])[C@@H:8]1[OH:28]. (2) Given the reactants [O:1]=[C:2]1[C:7]([C:8]([NH:10][C@@H:11]([CH2:19][CH2:20][CH2:21][NH:22][C:23]([NH:25]S(C2C(C)=C3C(=C(C)C=2C)OC(C)(C)CC3)(=O)=O)=[NH:24])[C:12]([O:14]C(C)(C)C)=[O:13])=[O:9])=[CH:6][CH:5]=[CH:4][N:3]1[CH2:44][C:45]1[CH:54]=[CH:53][C:52]2[C:47](=[CH:48][CH:49]=[CH:50][CH:51]=2)[N:46]=1.[C:55]([OH:61])([C:57]([F:60])([F:59])[F:58])=[O:56].C([SiH](CC)CC)C, predict the reaction product. The product is: [NH:22]([CH2:21][CH2:20][CH2:19][C@H:11]([NH:10][C:8]([C:7]1[C:2](=[O:1])[N:3]([CH2:44][C:45]2[CH:54]=[CH:53][C:52]3[C:47](=[CH:48][CH:49]=[CH:50][CH:51]=3)[N:46]=2)[CH:4]=[CH:5][CH:6]=1)=[O:9])[C:12]([OH:14])=[O:13])[C:23]([NH2:25])=[NH:24].[C:55]([OH:61])([C:57]([F:60])([F:59])[F:58])=[O:56]. (3) Given the reactants [CH3:1][C:2]1[CH:8]=[CH:7][CH:6]=[CH:5][C:3]=1[NH2:4].Br[C:10]1[CH:18]=[CH:17][CH:16]=[CH:15][C:11]=1[C:12](Cl)=[O:13], predict the reaction product. The product is: [CH2:1]([N:4]1[C:12](=[O:13])[C:11]2[C:10](=[CH:18][CH:17]=[CH:16][CH:15]=2)[C:5]2[CH:6]=[CH:7][CH:8]=[C:2]([CH3:1])[C:3]1=2)[CH2:2][CH2:3][CH3:5].